This data is from Full USPTO retrosynthesis dataset with 1.9M reactions from patents (1976-2016). The task is: Predict the reactants needed to synthesize the given product. (1) The reactants are: Br[C:2]1[N:6]2[N:7]=[C:8]([C:11]3[CH:16]=[CH:15][C:14]([C:17]([N:19]4[CH2:24][CH2:23][N:22]([CH3:25])[CH2:21][CH2:20]4)=[O:18])=[CH:13][CH:12]=3)[CH:9]=[CH:10][C:5]2=[N:4][CH:3]=1.CC1(C)C(C)(C)OB([C:34]2[CH:35]=[C:36]3[C:40](=[CH:41][CH:42]=2)[NH:39][C:38](=[O:43])[CH2:37]3)O1.C([O-])([O-])=O.[Cs+].[Cs+]. Given the product [CH3:25][N:22]1[CH2:23][CH2:24][N:19]([C:17]([C:14]2[CH:15]=[CH:16][C:11]([C:8]3[CH:9]=[CH:10][C:5]4[N:6]([C:2]([C:34]5[CH:35]=[C:36]6[C:40](=[CH:41][CH:42]=5)[NH:39][C:38](=[O:43])[CH2:37]6)=[CH:3][N:4]=4)[N:7]=3)=[CH:12][CH:13]=2)=[O:18])[CH2:20][CH2:21]1, predict the reactants needed to synthesize it. (2) Given the product [C:1]([O:5][C:6](=[O:28])[CH2:7][CH:8]([NH2:19])[C:9]1[CH:18]=[CH:17][C:16]2[C:11](=[CH:12][CH:13]=[CH:14][CH:15]=2)[N:10]=1)([CH3:4])([CH3:2])[CH3:3], predict the reactants needed to synthesize it. The reactants are: [C:1]([O:5][C:6](=[O:28])[CH2:7][CH:8]([NH:19]C(C)C1C=CC=CC=1)[C:9]1[CH:18]=[CH:17][C:16]2[C:11](=[CH:12][CH:13]=[CH:14][CH:15]=2)[N:10]=1)([CH3:4])([CH3:3])[CH3:2].CCOCC.[K+].[Br-]. (3) The reactants are: [C:1]([NH:6][NH:7][C:8]([C:10]1[N:15]2[N:16]=[C:17]([NH2:19])[N:18]=[C:14]2[CH:13]=[C:12]([Br:20])[CH:11]=1)=[O:9])(=O)[CH:2]([CH3:4])[CH3:3]. Given the product [Br:20][C:12]1[CH:11]=[C:10]([C:8]2[O:9][C:1]([CH:2]([CH3:4])[CH3:3])=[N:6][N:7]=2)[N:15]2[N:16]=[C:17]([NH2:19])[N:18]=[C:14]2[CH:13]=1, predict the reactants needed to synthesize it. (4) Given the product [CH3:17][C:11]1[CH:12]=[C:13]([CH3:16])[CH:14]=[CH:15][C:10]=1[C:9]#[C:8][C:6]1[CH:5]=[N:4][C:3]2[C:2]([CH:7]=1)=[C:28]1[CH:33]=[CH:32][CH:31]=[CH:30][C:29]1=[N:34][C:18]=2[NH2:19], predict the reactants needed to synthesize it. The reactants are: Cl[C:2]1[C:3]([C:18]#[N:19])=[N:4][CH:5]=[C:6]([C:8]#[C:9][C:10]2[CH:15]=[CH:14][C:13]([CH3:16])=[CH:12][C:11]=2[CH3:17])[CH:7]=1.CC1(C)C(C)(C)OB([C:28]2[CH:33]=[CH:32][CH:31]=[CH:30][C:29]=2[NH:34]C(=O)OC(C)(C)C)O1.[O-]P([O-])([O-])=O.[K+].[K+].[K+].C1(P(C2CCCCC2)C2C=CC=CC=2C2C(OC)=CC=CC=2OC)CCCCC1. (5) Given the product [C:9]([C:8]1([OH:56])[CH2:3][CH2:4][CH2:5][CH2:6][CH2:7]1)#[CH:10], predict the reactants needed to synthesize it. The reactants are: C([O-])(=O)C[CH2:3][CH2:4][CH2:5][CH2:6][CH2:7][CH2:8][CH2:9][CH3:10].C([P+](CCCCCC)(CCCCCC)[CH2:3][CH2:4][CH2:5][CH2:6][CH2:7][CH2:8][CH2:9][CH2:10]CCCCCC)CCCCC.C([Mg]Br)#C.C1(=[O:56])CCCCC1. (6) Given the product [N+:1]([C:4]1[CH:5]=[CH:6][C:7]([C:10]2[CH2:11][C:12]([CH3:19])([CH3:18])[S:22](=[O:24])(=[O:21])[C:14]([CH3:17])([CH3:16])[CH:15]=2)=[N:8][CH:9]=1)([O-:3])=[O:2], predict the reactants needed to synthesize it. The reactants are: [N+:1]([C:4]1[CH:5]=[CH:6][C:7]([C:10]2[CH2:11][C:12]([CH3:19])([CH3:18])S[C:14]([CH3:17])([CH3:16])[CH:15]=2)=[N:8][CH:9]=1)([O-:3])=[O:2].O[O:21][S:22]([O-:24])=O.[K+]. (7) Given the product [CH:34]1([C:19]2[C:18]([CH:16]([S:15][C:12]3[CH:13]=[CH:14][C:9]([O:8][CH2:7][C:6]([OH:38])=[O:5])=[C:10]([CH3:37])[CH:11]=3)[CH3:17])=[CH:23][N:22]=[C:21]([C:24]3[CH:25]=[CH:26][C:27]([C:30]([F:31])([F:33])[F:32])=[CH:28][CH:29]=3)[N:20]=2)[CH2:35][CH2:36]1, predict the reactants needed to synthesize it. The reactants are: C([O:5][C:6](=[O:38])[CH2:7][O:8][C:9]1[CH:14]=[CH:13][C:12]([S:15][CH:16]([C:18]2[C:19]([CH:34]3[CH2:36][CH2:35]3)=[N:20][C:21]([C:24]3[CH:29]=[CH:28][C:27]([C:30]([F:33])([F:32])[F:31])=[CH:26][CH:25]=3)=[N:22][CH:23]=2)[CH3:17])=[CH:11][C:10]=1[CH3:37])(C)(C)C.FC(F)(F)C(O)=O.